Dataset: Forward reaction prediction with 1.9M reactions from USPTO patents (1976-2016). Task: Predict the product of the given reaction. (1) Given the reactants [OH:1][C:2]1[C:3]([O:27][CH3:28])(C(OC)=O)[CH2:4][CH:5]([CH3:22])[C:6](=[O:21])[C:7]=1[C:8]([C:10]1[C:11]([CH3:20])=[N:12][C:13]([C:16]([F:19])([F:18])[F:17])=[CH:14][CH:15]=1)=[O:9].[OH-].[K+], predict the reaction product. The product is: [OH:1][C:2]1[CH:3]([O:27][CH3:28])[CH2:4][CH:5]([CH3:22])[C:6](=[O:21])[C:7]=1[C:8]([C:10]1[C:11]([CH3:20])=[N:12][C:13]([C:16]([F:19])([F:17])[F:18])=[CH:14][CH:15]=1)=[O:9]. (2) Given the reactants [S:1]1[CH:5]=[CH:4][CH:3]=[C:2]1[S:6](Cl)(=[O:8])=[O:7].[NH2:10][C:11]1[CH:12]=[C:13]([CH:23]=[CH:24][C:25]=1[O:26][CH3:27])[C:14]([NH:16][C:17]1[CH:22]=[CH:21][CH:20]=[CH:19][CH:18]=1)=[O:15], predict the reaction product. The product is: [S:1]1[CH:5]=[CH:4][CH:3]=[C:2]1[S:6]([NH:10][C:11]1[CH:12]=[C:13]([CH:23]=[CH:24][C:25]=1[O:26][CH3:27])[C:14]([NH:16][C:17]1[CH:22]=[CH:21][CH:20]=[CH:19][CH:18]=1)=[O:15])(=[O:8])=[O:7].